The task is: Predict which catalyst facilitates the given reaction.. This data is from Catalyst prediction with 721,799 reactions and 888 catalyst types from USPTO. (1) Reactant: [CH3:1][O:2][C:3]([NH:5][C@H:6]([C:17]([OH:19])=[O:18])[CH2:7][C:8]1[CH:13]=[CH:12][C:11]([N+:14]([O-])=O)=[CH:10][CH:9]=1)=[O:4]. Product: [NH2:14][C:11]1[CH:10]=[CH:9][C:8]([CH2:7][C@@H:6]([C:17]([OH:19])=[O:18])[NH:5][C:3]([O:2][CH3:1])=[O:4])=[CH:13][CH:12]=1. The catalyst class is: 19. (2) Reactant: [Br:1][C:2]1[CH:3]=[C:4]2[C:9](=[CH:10][C:11]=1[Cl:12])[N:8]=[CH:7][N:6]=[C:5]2[N:13]1[CH2:18][CH2:17][N:16]([C:19]([O:21][C:22]([CH3:25])([CH3:24])[CH3:23])=[O:20])[CH:15]([C:26]([O:28]C)=[O:27])[CH2:14]1.O[Li].O. Product: [C:22]([O:21][C:19]([N:16]1[CH2:17][CH2:18][N:13]([C:5]2[C:4]3[C:9](=[CH:10][C:11]([Cl:12])=[C:2]([Br:1])[CH:3]=3)[N:8]=[CH:7][N:6]=2)[CH2:14][CH:15]1[C:26]([OH:28])=[O:27])=[O:20])([CH3:25])([CH3:23])[CH3:24]. The catalyst class is: 87. (3) Reactant: [F:1][C:2]1[C:3]([NH:12][C:13]2[CH:18]=[CH:17][C:16]([I:19])=[CH:15][C:14]=2[F:20])=[C:4]([CH:8]=[CH:9][C:10]=1[F:11])[C:5]([OH:7])=O.C1(P(Cl)(C2C=CC=CC=2)=O)C=CC=CC=1.CN1CCOCC1.[CH3:43][C:44]1([CH3:52])[O:48][CH:47]([CH2:49][O:50][NH2:51])[CH2:46][O:45]1. Product: [CH3:43][C:44]1([CH3:52])[O:48][CH:47]([CH2:49][O:50][NH:51][C:5](=[O:7])[C:4]2[CH:8]=[CH:9][C:10]([F:11])=[C:2]([F:1])[C:3]=2[NH:12][C:13]2[CH:18]=[CH:17][C:16]([I:19])=[CH:15][C:14]=2[F:20])[CH2:46][O:45]1. The catalyst class is: 362. (4) Reactant: [CH2:1]([N:3]([CH2:20][CH3:21])[C:4]([C:6]1[CH:11]=[CH:10][C:9]([C:12]2[CH:17]=[CH:16][CH:15]=[CH:14][C:13]=2[O:18]C)=[CH:8][CH:7]=1)=[O:5])[CH3:2].B(Br)(Br)Br. Product: [CH2:20]([N:3]([CH2:1][CH3:2])[C:4]([C:6]1[CH:11]=[CH:10][C:9]([C:12]2[CH:17]=[CH:16][CH:15]=[CH:14][C:13]=2[OH:18])=[CH:8][CH:7]=1)=[O:5])[CH3:21]. The catalyst class is: 4.